From a dataset of Reaction yield outcomes from USPTO patents with 853,638 reactions. Predict the reaction yield, written as a fraction of the theoretical maximum amount of product (1.0 means a 100% yield; for example, 0.34 means a 34% yield). (1) The reactants are Cl[C:2]1[N:7]=[C:6]([CH2:8][C:9]([C:11]2[CH:12]=[C:13]([NH:17][C:18](=[O:27])[C:19]3[C:24]([F:25])=[CH:23][CH:22]=[CH:21][C:20]=3[F:26])[CH:14]=[CH:15][CH:16]=2)=[O:10])[CH:5]=[CH:4][N:3]=1.CC(O)C.[F:32][C:33]([F:48])([F:47])[C:34]([N:36]1[CH2:45][CH2:44][C:43]2[C:38](=[CH:39][C:40]([NH2:46])=[CH:41][CH:42]=2)[CH2:37]1)=[O:35].C([O-])(O)=O.[Na+]. The catalyst is Cl.O.CC(N(C)C)=O. The product is [F:26][C:20]1[CH:21]=[CH:22][CH:23]=[C:24]([F:25])[C:19]=1[C:18]([NH:17][C:13]1[CH:14]=[CH:15][CH:16]=[C:11]([C:9](=[O:10])[CH2:8][C:6]2[CH:5]=[CH:4][N:3]=[C:2]([NH:46][C:40]3[CH:39]=[C:38]4[C:43]([CH2:44][CH2:45][N:36]([C:34](=[O:35])[C:33]([F:48])([F:32])[F:47])[CH2:37]4)=[CH:42][CH:41]=3)[N:7]=2)[CH:12]=1)=[O:27]. The yield is 0.450. (2) The reactants are [Cl:1][C:2]1[C:3]([F:42])=[C:4]([C@@H:8]2[C@:12]([C:15]3[CH:20]=[CH:19][C:18]([Cl:21])=[CH:17][C:16]=3[F:22])([C:13]#[N:14])[C@H:11]([CH2:23][C:24]([CH3:27])([CH3:26])[CH3:25])[NH:10][C@H:9]2[C:28]([NH:30][C:31]2[CH:39]=[CH:38][C:34]([C:35]([OH:37])=[O:36])=[CH:33][C:32]=2[O:40][CH3:41])=[O:29])[CH:5]=[CH:6][CH:7]=1.Cl.Cl[CH2:45][C:46]([N:48]1[CH2:53][CH2:52][N:51]([CH3:54])[CH2:50][CH2:49]1)=[O:47].C(=O)([O-])[O-].[Cs+].[Cs+].CN(C)C=O. The catalyst is O. The product is [ClH:1].[CH3:54][N:51]1[CH2:52][CH2:53][N:48]([C:46](=[O:47])[CH2:45][O:36][C:35](=[O:37])[C:34]2[CH:38]=[CH:39][C:31]([NH:30][C:28]([C@H:9]3[C@H:8]([C:4]4[CH:5]=[CH:6][CH:7]=[C:2]([Cl:1])[C:3]=4[F:42])[C@:12]([C:15]4[CH:20]=[CH:19][C:18]([Cl:21])=[CH:17][C:16]=4[F:22])([C:13]#[N:14])[C@H:11]([CH2:23][C:24]([CH3:26])([CH3:27])[CH3:25])[NH:10]3)=[O:29])=[C:32]([O:40][CH3:41])[CH:33]=2)[CH2:49][CH2:50]1. The yield is 0.810. (3) The reactants are [CH3:1][O:2][C:3]1[CH:4]=[C:5]2[C:10](=[CH:11][C:12]=1[O:13][CH3:14])[N:9]=[CH:8][CH:7]=[C:6]2[O:15][C:16]1[C:22]([CH3:23])=[CH:21][C:19]([NH2:20])=[C:18]([CH3:24])[CH:17]=1.[C:25]1([CH3:34])[C:26]([N:31]=[C:32]=[O:33])=[CH:27][CH:28]=[CH:29][CH:30]=1.CO. The catalyst is C(Cl)(Cl)Cl. The product is [CH3:1][O:2][C:3]1[CH:4]=[C:5]2[C:10](=[CH:11][C:12]=1[O:13][CH3:14])[N:9]=[CH:8][CH:7]=[C:6]2[O:15][C:16]1[C:22]([CH3:23])=[CH:21][C:19]([NH:20][C:32]([NH:31][C:26]2[CH:27]=[CH:28][CH:29]=[CH:30][C:25]=2[CH3:34])=[O:33])=[C:18]([CH3:24])[CH:17]=1. The yield is 0.790.